This data is from Full USPTO retrosynthesis dataset with 1.9M reactions from patents (1976-2016). The task is: Predict the reactants needed to synthesize the given product. (1) Given the product [NH2:12][C:9]1[CH:10]=[C:11]2[C:6]([C:5]([CH3:15])([CH3:16])[C:4](=[O:17])[N:3]2[CH2:1][CH3:2])=[CH:7][CH:8]=1, predict the reactants needed to synthesize it. The reactants are: [CH2:1]([N:3]1[C:11]2[C:6](=[CH:7][CH:8]=[C:9]([N+:12]([O-])=O)[CH:10]=2)[C:5]([CH3:16])([CH3:15])[C:4]1=[O:17])[CH3:2]. (2) Given the product [Cl:2][C:3]1[CH:4]=[C:5]([C:14]2[N:53]([C:49]3[CH:48]=[N:47][CH:52]=[CH:51][CH:50]=3)[N:54]=[C:16]([C:17]([OH:19])=[O:18])[CH:15]=2)[CH:6]=[C:7]([O:9][C:10]([F:11])([F:12])[F:13])[CH:8]=1, predict the reactants needed to synthesize it. The reactants are: [Li].[Cl:2][C:3]1[CH:4]=[C:5]([C:14]([O-])=[CH:15][C:16](=O)[C:17]([O:19]CC)=[O:18])[CH:6]=[C:7]([O:9][C:10]([F:13])([F:12])[F:11])[CH:8]=1.ClC1C=C(C2N(C3C=CC=CN=3)N=C(C(O)=O)C=2)C=C(F)C=1.Cl.[N:47]1[CH:52]=[CH:51][CH:50]=[C:49]([NH:53][NH2:54])[CH:48]=1. (3) Given the product [F:23][C:2]([F:1])([F:22])[C:3]1[CH:4]=[CH:5][C:6]([C:9]2[C:13]3[CH:14]=[CH:15][C:16]([CH2:18][CH2:19][CH2:20][O:21][S:25]([CH3:24])(=[O:27])=[O:26])=[CH:17][C:12]=3[S:11][N:10]=2)=[CH:7][CH:8]=1, predict the reactants needed to synthesize it. The reactants are: [F:1][C:2]([F:23])([F:22])[C:3]1[CH:8]=[CH:7][C:6]([C:9]2[C:13]3[CH:14]=[CH:15][C:16]([CH2:18][CH2:19][CH2:20][OH:21])=[CH:17][C:12]=3[S:11][N:10]=2)=[CH:5][CH:4]=1.[CH3:24][S:25](Cl)(=[O:27])=[O:26].C(N(CC)CC)C. (4) Given the product [CH3:2][S:40]([C:14]1[C:23]([C:24]2[C:25]([F:32])=[CH:26][C:27]([F:31])=[CH:28][C:29]=2[F:30])=[C:22]2[C:17]([CH:18]=[CH:19][C:20]([C:33]([O:35][CH3:36])=[O:34])=[CH:21]2)=[CH:16][CH:15]=1)(=[O:44])=[O:42], predict the reactants needed to synthesize it. The reactants are: Cl[C:2]1C=CC=C(C(OO)=O)C=1.CS[C:14]1[C:23]([C:24]2[C:29]([F:30])=[CH:28][C:27]([F:31])=[CH:26][C:25]=2[F:32])=[C:22]2[C:17]([CH:18]=[CH:19][C:20]([C:33]([O:35][CH3:36])=[O:34])=[CH:21]2)=[CH:16][CH:15]=1.ClCCl.[S:40]([O-:44])([O-])(=[O:42])=S.[Na+].[Na+]. (5) Given the product [CH:1]1([CH2:6][NH:7][C:8]([C:10]2[C:11]([C:17]([F:20])([F:19])[F:18])=[N:12][C:13]([NH:24][C:23]3[CH:25]=[C:26]([F:29])[CH:27]=[CH:28][C:22]=3[Cl:21])=[N:14][CH:15]=2)=[O:9])[CH2:5][CH2:4][CH2:3][CH2:2]1, predict the reactants needed to synthesize it. The reactants are: [CH:1]1([CH2:6][NH:7][C:8]([C:10]2[C:11]([C:17]([F:20])([F:19])[F:18])=[N:12][C:13](Cl)=[N:14][CH:15]=2)=[O:9])[CH2:5][CH2:4][CH2:3][CH2:2]1.[Cl:21][C:22]1[CH:28]=[CH:27][C:26]([F:29])=[CH:25][C:23]=1[NH2:24]. (6) Given the product [Br:26][CH2:23][C:16]1[CH:17]=[C:18]([OH:21])[CH:19]=[CH:20][C:15]=1[S:12]([NH:11][C:8]1[CH:9]=[CH:10][C:5]2[CH2:4][O:3][B:2]([OH:1])[C:6]=2[CH:7]=1)(=[O:14])=[O:13], predict the reactants needed to synthesize it. The reactants are: [OH:1][B:2]1[C:6]2[CH:7]=[C:8]([NH:11][S:12]([C:15]3[CH:20]=[CH:19][C:18]([O:21]C)=[CH:17][C:16]=3[CH2:23]O)(=[O:14])=[O:13])[CH:9]=[CH:10][C:5]=2[CH2:4][O:3]1.B(Br)(Br)[Br:26]. (7) The reactants are: [CH3:1][C:2]1[C:10]2[CH2:9][O:8][C:7](=[O:11])[C:6]=2[CH:5]=[CH:4][C:3]=1[C:12](=[O:32])[CH2:13][C:14]1(OS(C)(=O)=O)[CH2:19][CH2:18][N:17]([C:20]([O:22][C:23]([CH3:26])([CH3:25])[CH3:24])=[O:21])[CH2:16][CH2:15]1.C1CCN2C(=NCCC2)CC1. Given the product [CH3:1][C:2]1[C:10]2[CH2:9][O:8][C:7](=[O:11])[C:6]=2[CH:5]=[CH:4][C:3]=1[C:12](=[O:32])[CH:13]=[C:14]1[CH2:19][CH2:18][N:17]([C:20]([O:22][C:23]([CH3:25])([CH3:24])[CH3:26])=[O:21])[CH2:16][CH2:15]1, predict the reactants needed to synthesize it. (8) The reactants are: [Cl:1][C:2]1[CH:25]=[CH:24][C:5]([CH2:6][NH:7][C:8]([C:10]2[C:11](=[O:23])[C:12]3[CH:19]=[C:18]([CH2:20][NH:21][CH3:22])[O:17][C:13]=3[N:14]([CH3:16])[CH:15]=2)=[O:9])=[CH:4][CH:3]=1.[CH2:26]([CH:28]1[O:30]C1)[Cl:27]. Given the product [Cl:1][C:2]1[CH:3]=[CH:4][C:5]([CH2:6][NH:7][C:8]([C:10]2[C:11](=[O:23])[C:12]3[CH:19]=[C:18]([CH2:20][NH:21][CH2:22][CH:28]([OH:30])[CH2:26][Cl:27])[O:17][C:13]=3[N:14]([CH3:16])[CH:15]=2)=[O:9])=[CH:24][CH:25]=1, predict the reactants needed to synthesize it.